The task is: Predict which catalyst facilitates the given reaction.. This data is from Catalyst prediction with 721,799 reactions and 888 catalyst types from USPTO. (1) Reactant: C([O:3][C:4](=[O:29])[CH2:5][CH2:6][NH:7][C:8]([NH:10][C:11]1[S:12][C:13]([C:17]2[CH:22]=[CH:21][C:20]([S:23](=[O:28])(=[O:27])[N:24]([CH3:26])[CH3:25])=[CH:19][CH:18]=2)=[C:14]([CH3:16])[N:15]=1)=[O:9])C.[OH-].[Na+].Cl. Product: [CH3:26][N:24]([CH3:25])[S:23]([C:20]1[CH:21]=[CH:22][C:17]([C:13]2[S:12][C:11]([NH:10][C:8](=[O:9])[NH:7][CH2:6][CH2:5][C:4]([OH:29])=[O:3])=[N:15][C:14]=2[CH3:16])=[CH:18][CH:19]=1)(=[O:27])=[O:28]. The catalyst class is: 5. (2) Reactant: [CH2:1]([O:8][C:9]1[CH:10]=[C:11]([CH:23]=[C:24]([O:26][CH2:27][C:28]2[CH:33]=[CH:32][CH:31]=[CH:30][CH:29]=2)[CH:25]=1)[C:12]([NH:14][C:15]1[CH:20]=[CH:19][C:18]([C:21]#[N:22])=[CH:17][N:16]=1)=[O:13])[C:2]1[CH:7]=[CH:6][CH:5]=[CH:4][CH:3]=1.C(N(CC)CC)C.Cl.[NH2:42][OH:43]. Product: [CH2:27]([O:26][C:24]1[CH:23]=[C:11]([CH:10]=[C:9]([O:8][CH2:1][C:2]2[CH:3]=[CH:4][CH:5]=[CH:6][CH:7]=2)[CH:25]=1)[C:12]([NH:14][C:15]1[CH:20]=[CH:19][C:18]([C:21]([NH:42][OH:43])=[NH:22])=[CH:17][N:16]=1)=[O:13])[C:28]1[CH:33]=[CH:32][CH:31]=[CH:30][CH:29]=1. The catalyst class is: 8. (3) Reactant: C(OC([N:8]1[CH2:13][CH2:12][N:11]([C:14]2[CH:23]=[CH:22][C:21]3[C:16](=[CH:17][CH:18]=[C:19]([Cl:24])[CH:20]=3)[N:15]=2)[CH2:10][CH2:9]1)=O)(C)(C)C.Cl. Product: [ClH:24].[Cl:24][C:19]1[CH:20]=[C:21]2[C:16](=[CH:17][CH:18]=1)[N:15]=[C:14]([N:11]1[CH2:10][CH2:9][NH:8][CH2:13][CH2:12]1)[CH:23]=[CH:22]2. The catalyst class is: 12. (4) Reactant: [K+].[OH:2][CH2:3][C:4]1[CH:5]=[C:6]([C:10](=[O:24])/[CH:11]=[CH:12]/[C:13]2[CH:18]=[CH:17][C:16](/[CH:19]=[CH:20]/[C:21]([O-:23])=O)=[CH:15][CH:14]=2)[CH:7]=[CH:8][CH:9]=1.C(Cl)CCl.C1C=CC2N(O)N=NC=2C=1.[NH2:39][O:40][CH:41]1[CH2:46][CH2:45][CH2:44][CH2:43][O:42]1. Product: [OH:2][CH2:3][C:4]1[CH:5]=[C:6]([C:10](=[O:24])/[CH:11]=[CH:12]/[C:13]2[CH:14]=[CH:15][C:16](/[CH:19]=[CH:20]/[C:21]([NH:39][O:40][CH:41]3[CH2:46][CH2:45][CH2:44][CH2:43][O:42]3)=[O:23])=[CH:17][CH:18]=2)[CH:7]=[CH:8][CH:9]=1. The catalyst class is: 118. (5) Reactant: I[C:2]1[CH:7]=[C:6]([C:8]([CH3:15])([CH2:10][C:11]([CH3:14])([CH3:13])[CH3:12])[CH3:9])[CH:5]=[CH:4][C:3]=1[O:16][CH2:17][O:18][CH3:19].[C:20]([C:24]1[CH:25]=[CH:26][C:27]2[NH:28][C:29]3[C:34]([C:35]=2[CH:36]=1)=[C:33](C(C)(C)C)[CH:32]=[CH:31][CH:30]=3)([CH3:23])([CH3:22])[CH3:21].[O-]P([O-])([O-])=O.[K+].[K+].[K+].CNCCNC.[C:55]1([CH3:61])[CH:60]=CC=C[CH:56]=1. Product: [C:20]([C:24]1[CH:25]=[CH:26][C:27]2[N:28]([C:2]3[CH:7]=[C:6]([C:8]([CH3:15])([CH2:10][C:11]([CH3:14])([CH3:13])[CH3:12])[CH3:9])[CH:5]=[CH:4][C:3]=3[O:16][CH2:17][O:18][CH3:19])[C:29]3[C:34]([C:35]=2[CH:36]=1)=[CH:33][C:32]([C:55]([CH3:61])([CH3:60])[CH3:56])=[CH:31][CH:30]=3)([CH3:21])([CH3:22])[CH3:23]. The catalyst class is: 356.